From a dataset of Reaction yield outcomes from USPTO patents with 853,638 reactions. Predict the reaction yield, written as a fraction of the theoretical maximum amount of product (1.0 means a 100% yield; for example, 0.34 means a 34% yield). (1) The catalyst is C1COCC1.[Pd]. The reactants are [CH3:1][O:2][CH2:3][CH2:4][N:5]([CH3:15])[C:6]1[CH:11]=[CH:10][C:9]([N+:12]([O-])=O)=[CH:8][N:7]=1. The yield is 0.980. The product is [CH3:1][O:2][CH2:3][CH2:4][N:5]([CH3:15])[C:6]1[CH:11]=[CH:10][C:9]([NH2:12])=[CH:8][N:7]=1. (2) The reactants are [CH2:1]([NH:5][C:6](=O)[C:7]1[CH:12]=[CH:11][CH:10]=[C:9]([O:13][CH3:14])[C:8]=1[O:15][CH3:16])[CH2:2][CH2:3][CH3:4].B. The catalyst is C1COCC1.C(OCC)C. The product is [CH2:1]([NH:5][CH2:6][C:7]1[CH:12]=[CH:11][CH:10]=[C:9]([O:13][CH3:14])[C:8]=1[O:15][CH3:16])[CH2:2][CH2:3][CH3:4]. The yield is 0.540. (3) The reactants are C(OC(=O)[NH:7][CH:8]1[CH2:12][CH2:11][N:10]([C:13]2[C:18]([O:19][CH2:20][C:21]3[CH:26]=[CH:25][N:24]=[CH:23][CH:22]=3)=[N:17][CH:16]=[CH:15][N:14]=2)[CH2:9]1)(C)(C)C.C(O)(C(F)(F)F)=O.C(Cl)Cl. No catalyst specified. The product is [N:24]1[CH:25]=[CH:26][C:21]([CH2:20][O:19][C:18]2[C:13]([N:10]3[CH2:11][CH2:12][CH:8]([NH2:7])[CH2:9]3)=[N:14][CH:15]=[CH:16][N:17]=2)=[CH:22][CH:23]=1. The yield is 1.00. (4) The reactants are Cl[C:2]1[N:7]=[C:6]([Cl:8])[N:5]=[C:4]([N:9]2[CH2:14][CH2:13][O:12][CH2:11][CH2:10]2)[N:3]=1.[CH3:15][NH:16][C:17]([NH:19][C:20]1[CH:25]=[CH:24][C:23](B2OC(C)(C)C(C)(C)O2)=[CH:22][CH:21]=1)=[O:18].C([O-])([O-])=O.[Na+].[Na+]. The catalyst is COCCOC.C1C=CC([P]([Pd]([P](C2C=CC=CC=2)(C2C=CC=CC=2)C2C=CC=CC=2)([P](C2C=CC=CC=2)(C2C=CC=CC=2)C2C=CC=CC=2)[P](C2C=CC=CC=2)(C2C=CC=CC=2)C2C=CC=CC=2)(C2C=CC=CC=2)C2C=CC=CC=2)=CC=1. The product is [Cl:8][C:6]1[N:5]=[C:4]([N:9]2[CH2:14][CH2:13][O:12][CH2:11][CH2:10]2)[N:3]=[C:2]([C:23]2[CH:22]=[CH:21][C:20]([NH:19][C:17]([NH:16][CH3:15])=[O:18])=[CH:25][CH:24]=2)[N:7]=1. The yield is 0.340. (5) The yield is 0.880. The product is [F:1][C:2]1[CH:3]=[C:4]2[C:21](=[CH:22][CH:23]=1)[O:20][C:7]1([CH2:8][CH2:9][N:10]([C:13]([O:15][C:16]([CH3:19])([CH3:18])[CH3:17])=[O:14])[CH2:11][CH2:12]1)[CH2:6][CH:5]2[OH:24]. The catalyst is C(O)C. The reactants are [F:1][C:2]1[CH:3]=[C:4]2[C:21](=[CH:22][CH:23]=1)[O:20][C:7]1([CH2:12][CH2:11][N:10]([C:13]([O:15][C:16]([CH3:19])([CH3:18])[CH3:17])=[O:14])[CH2:9][CH2:8]1)[CH2:6][C:5]2=[O:24].[BH4-].[Na+]. (6) The reactants are C(OC([N:8]([CH2:38][C:39]([O:41]C(C)(C)C)=[O:40])[C:9]1[CH:14]=[CH:13][CH:12]=[C:11]([CH:15]([CH2:27][C:28]2[CH:33]=[CH:32][C:31]([C:34]([CH3:37])([CH3:36])[CH3:35])=[CH:30][CH:29]=2)[NH:16][S:17]([C:20]2[CH:25]=[CH:24][CH:23]=[CH:22][C:21]=2[F:26])(=[O:19])=[O:18])[N:10]=1)=O)(C)(C)C.[ClH:46].O1CCOCC1. The catalyst is C(Cl)Cl. The product is [ClH:46].[C:34]([C:31]1[CH:30]=[CH:29][C:28]([CH2:27][CH:15]([NH:16][S:17]([C:20]2[CH:25]=[CH:24][CH:23]=[CH:22][C:21]=2[F:26])(=[O:18])=[O:19])[C:11]2[N:10]=[C:9]([NH:8][CH2:38][C:39]([OH:41])=[O:40])[CH:14]=[CH:13][CH:12]=2)=[CH:33][CH:32]=1)([CH3:37])([CH3:35])[CH3:36]. The yield is 0.830. (7) The reactants are [CH3:1][C:2]1[CH:3]=[C:4]([NH:13][C:14]2[N:19]=[C:18]([C:20]([F:23])([F:22])[F:21])[CH:17]=[CH:16][N:15]=2)[CH:5]=[C:6]([C:8]2[S:12][CH:11]=[N:10][CH:9]=2)[CH:7]=1.C([N-]C(C)C)(C)C.[Li+].Br[CH:33]1[CH2:39][CH2:38][CH2:37][CH2:36][N:35]([CH2:40][C:41]2[CH:46]=[CH:45][C:44]([O:47][CH3:48])=[CH:43][CH:42]=2)[C:34]1=[O:49]. The catalyst is C1COCC1. The product is [CH3:48][O:47][C:44]1[CH:43]=[CH:42][C:41]([CH2:40][N:35]2[CH2:36][CH2:37][CH2:38][CH2:39][CH:33]([C:11]3[S:12][C:8]([C:6]4[CH:5]=[C:4]([NH:13][C:14]5[N:19]=[C:18]([C:20]([F:21])([F:23])[F:22])[CH:17]=[CH:16][N:15]=5)[CH:3]=[C:2]([CH3:1])[CH:7]=4)=[CH:9][N:10]=3)[C:34]2=[O:49])=[CH:46][CH:45]=1. The yield is 0.531. (8) The reactants are [C:1]1([SH:7])[CH:6]=[CH:5][CH:4]=[CH:3][CH:2]=1.Cl[C:9]([O:11][CH:12]([Cl:14])[CH3:13])=[O:10].C(N(CC)CC)C. The catalyst is C(Cl)Cl. The product is [C:9](=[O:10])([S:7][C:1]1[CH:6]=[CH:5][CH:4]=[CH:3][CH:2]=1)[O:11][CH:12]([Cl:14])[CH3:13]. The yield is 0.985.